Dataset: Forward reaction prediction with 1.9M reactions from USPTO patents (1976-2016). Task: Predict the product of the given reaction. (1) Given the reactants [F:1][C:2]([F:17])([F:16])[CH2:3][O:4][C:5]1[CH:6]=[N:7][C:8]2[CH:9]([OH:15])[CH2:10][CH2:11][CH2:12][C:13]=2[CH:14]=1, predict the reaction product. The product is: [F:17][C:2]([F:1])([F:16])[CH2:3][O:4][C:5]1[CH:6]=[N:7][C:8]2[C:9](=[O:15])[CH2:10][CH2:11][CH2:12][C:13]=2[CH:14]=1. (2) The product is: [CH2:1]([N:3]1[CH2:4][CH2:5][N:6]([C:9]2[CH:10]=[C:11]([NH:15][C:16]3[N:21]=[CH:20][C:19]([CH2:22][CH2:23][C:24]4[CH:25]=[C:26]([CH:32]=[C:33]([O:35][CH3:36])[CH:34]=4)[C:27]([NH:29][O:30][CH3:31])=[O:28])=[CH:18][N:17]=3)[CH:12]=[CH:13][CH:14]=2)[CH2:7][CH2:8]1)[CH3:2]. Given the reactants [CH2:1]([N:3]1[CH2:8][CH2:7][N:6]([C:9]2[CH:10]=[C:11]([NH:15][C:16]3[N:21]=[CH:20][C:19](/[CH:22]=[CH:23]/[C:24]4[CH:25]=[C:26]([CH:32]=[C:33]([O:35][CH3:36])[CH:34]=4)[C:27]([NH:29][O:30][CH3:31])=[O:28])=[CH:18][N:17]=3)[CH:12]=[CH:13][CH:14]=2)[CH2:5][CH2:4]1)[CH3:2], predict the reaction product. (3) Given the reactants [OH:1][C@@H:2]([CH2:32]O)[CH2:3][N:4]1[CH:8]=[CH:7][C:6]([NH:9][C:10](=[O:31])[C@@H:11]([N:16]2[CH2:20][C:19]([O:21][C:22]3[CH:27]=[CH:26][CH:25]=[C:24]([O:28][CH3:29])[CH:23]=3)=[CH:18][C:17]2=[O:30])[CH2:12][CH:13]([CH3:15])[CH3:14])=[N:5]1.[CH3:34]N(C)CCCN=C=NCC.ON1C2C=CC=CC=2N=N1.Cl.O[C@@H](CO)CN1C=CC(NC(=O)[C@@H](N2CC(OC3C=CC=C(Cl)C=3Cl)=CC2=O)CC(C)C)=N1, predict the reaction product. The product is: [OH:1][C:2]([CH3:34])([CH3:32])[CH2:3][N:4]1[CH:8]=[CH:7][C:6]([NH:9][C:10](=[O:31])[C@@H:11]([N:16]2[CH2:20][C:19]([O:21][C:22]3[CH:27]=[CH:26][CH:25]=[C:24]([O:28][CH3:29])[CH:23]=3)=[CH:18][C:17]2=[O:30])[CH2:12][CH:13]([CH3:14])[CH3:15])=[N:5]1. (4) Given the reactants [Cl:1][C:2]1[CH:3]=[C:4]2[C:8](=[CH:9][CH:10]=1)[NH:7][CH:6]=[C:5]2[CH2:11][N:12]1[C:20]([C:21]2[N:22]([CH3:26])[CH:23]=[CH:24][N:25]=2)=[C:19]2[C:14]([N:15]([CH2:29][CH:30]([CH3:32])[CH3:31])[C:16](=[O:28])[NH:17][C:18]2=[O:27])=[N:13]1.Cl[CH2:34][CH2:35][N:36]1[CH2:41][CH2:40][O:39][CH2:38][CH2:37]1.C(=O)([O-])[O-].[K+].[K+], predict the reaction product. The product is: [Cl:1][C:2]1[CH:3]=[C:4]2[C:8](=[CH:9][CH:10]=1)[NH:7][CH:6]=[C:5]2[CH2:11][N:12]1[C:20]([C:21]2[N:22]([CH3:26])[CH:23]=[CH:24][N:25]=2)=[C:19]2[C:14]([N:15]([CH2:29][CH:30]([CH3:32])[CH3:31])[C:16](=[O:28])[N:17]([CH2:34][CH2:35][N:36]3[CH2:41][CH2:40][O:39][CH2:38][CH2:37]3)[C:18]2=[O:27])=[N:13]1.